Dataset: Full USPTO retrosynthesis dataset with 1.9M reactions from patents (1976-2016). Task: Predict the reactants needed to synthesize the given product. (1) Given the product [OH:8][C:9]([CH3:41])([CH3:40])[CH2:10][NH:11][C:12]1[C:13]([C:38]([NH2:39])=[O:3])=[N:14][CH:15]=[C:16]([N:18]2[C:26]3[C:21](=[C:22]([C:27]4[CH:28]=[N:29][C:30]5[C:35]([CH:36]=4)=[CH:34][CH:33]=[CH:32][CH:31]=5)[CH:23]=[CH:24][CH:25]=3)[C:20]([CH3:37])=[N:19]2)[CH:17]=1, predict the reactants needed to synthesize it. The reactants are: C([OH:3])C.[OH-].[Na+].OO.[OH:8][C:9]([CH3:41])([CH3:40])[CH2:10][NH:11][C:12]1[C:13]([C:38]#[N:39])=[N:14][CH:15]=[C:16]([N:18]2[C:26]3[C:21](=[C:22]([C:27]4[CH:28]=[N:29][C:30]5[C:35]([CH:36]=4)=[CH:34][CH:33]=[CH:32][CH:31]=5)[CH:23]=[CH:24][CH:25]=3)[C:20]([CH3:37])=[N:19]2)[CH:17]=1. (2) Given the product [CH3:33][O:32][C:29]1[CH:30]=[CH:31][C:26]([CH2:25][CH2:24][CH2:23][CH2:22][C:11]#[C:10][Si:7]([CH3:9])([CH3:8])[CH3:6])=[C:27]([CH3:34])[CH:28]=1, predict the reactants needed to synthesize it. The reactants are: C([Li])CCC.[CH3:6][Si:7]([C:10]#[CH:11])([CH3:9])[CH3:8].CN1C(=O)N(C)CCC1.I[CH2:22][CH2:23][CH2:24][CH2:25][C:26]1[CH:31]=[CH:30][C:29]([O:32][CH3:33])=[CH:28][C:27]=1[CH3:34].[Cl-].[NH4+]. (3) Given the product [CH:15]1([CH:3]([C:2](=[O:1])[C:9]2[CH:14]=[CH:13][CH:12]=[CH:11][CH:10]=2)[C:4]([O:6][CH2:7][CH3:8])=[O:5])[CH2:18][CH2:17][CH2:16]1, predict the reactants needed to synthesize it. The reactants are: [O:1]=[C:2]([C:9]1[CH:14]=[CH:13][CH:12]=[CH:11][CH:10]=1)[CH2:3][C:4]([O:6][CH2:7][CH3:8])=[O:5].[C:15]1(=O)[CH2:18][CH2:17][CH2:16]1.N1C=CC=CC=1.